Dataset: Full USPTO retrosynthesis dataset with 1.9M reactions from patents (1976-2016). Task: Predict the reactants needed to synthesize the given product. (1) Given the product [N:1]([CH2:4][C@H:5]([NH2:13])[CH2:6][C:7]1[CH:12]=[CH:11][CH:10]=[CH:9][CH:8]=1)=[N+:2]=[N-:3], predict the reactants needed to synthesize it. The reactants are: [N:1]([CH2:4][C@H:5]([NH:13]C(OC(C)(C)C)=O)[CH2:6][C:7]1[CH:12]=[CH:11][CH:10]=[CH:9][CH:8]=1)=[N+:2]=[N-:3].CCOCC.[Na+].[Cl-]. (2) Given the product [CH3:20][N:21]([CH3:22])[CH2:2][CH2:3][CH:4]=[C:5]1[C:11]2[CH:12]=[CH:13][CH:14]=[CH:15][C:10]=2[CH2:9][O:8][C:7]2[CH:16]=[CH:17][CH:18]=[CH:19][C:6]1=2, predict the reactants needed to synthesize it. The reactants are: Cl[CH2:2][CH2:3][CH:4]=[C:5]1[C:11]2[CH:12]=[CH:13][CH:14]=[CH:15][C:10]=2[CH2:9][O:8][C:7]2[CH:16]=[CH:17][CH:18]=[CH:19][C:6]1=2.[CH3:20][NH:21][CH3:22].O.Cl. (3) Given the product [C:23]1([C@H:22]2[C@H:18]([C:13]3[C:12]4[C:16](=[CH:17][C:9]([OH:8])=[CH:10][CH:11]=4)[NH:15][CH:14]=3)[C:19](=[O:36])[NH:20][C:21]2=[O:35])[C:33]2=[C:34]3[C:29](=[CH:30][CH:31]=[CH:32]2)[CH2:28][CH2:27][CH2:26][N:25]3[CH:24]=1, predict the reactants needed to synthesize it. The reactants are: C([O:8][C:9]1[CH:17]=[C:16]2[C:12]([C:13]([C@H:18]3[C@H:22]([C:23]4[C:33]5=[C:34]6[C:29](=[CH:30][CH:31]=[CH:32]5)[CH2:28][CH2:27][CH2:26][N:25]6[CH:24]=4)[C:21](=[O:35])[NH:20][C:19]3=[O:36])=[CH:14][NH:15]2)=[CH:11][CH:10]=1)C1C=CC=CC=1.[H][H]. (4) Given the product [C:20]([C:23]1[CH:27]=[C:26]([C:28]([NH:1][C@@H:2]([CH3:19])[CH2:3][N:4]2[CH:8]=[CH:7][C:6]([C:9]3[CH:16]=[CH:15][C:12]([C:13]#[N:14])=[C:11]([Cl:17])[C:10]=3[F:18])=[N:5]2)=[O:29])[NH:25][N:24]=1)(=[O:22])[CH3:21], predict the reactants needed to synthesize it. The reactants are: [NH2:1][C@@H:2]([CH3:19])[CH2:3][N:4]1[CH:8]=[CH:7][C:6]([C:9]2[CH:16]=[CH:15][C:12]([C:13]#[N:14])=[C:11]([Cl:17])[C:10]=2[F:18])=[N:5]1.[C:20]([C:23]1[CH:27]=[C:26]([C:28](O)=[O:29])[NH:25][N:24]=1)(=[O:22])[CH3:21].